This data is from Forward reaction prediction with 1.9M reactions from USPTO patents (1976-2016). The task is: Predict the product of the given reaction. (1) Given the reactants C1(C)C=CC=CC=1.[NH2:8][C:9]1[CH:21]=[C:20]([CH2:22][CH2:23][C:24]2[CH:29]=[CH:28][CH:27]=[CH:26][CH:25]=2)[CH:19]=[CH:18][C:10]=1[C:11]([O:13][C:14]([CH3:17])([CH3:16])[CH3:15])=[O:12].[F:30][C:31]1[CH:36]=[CH:35][C:34](I)=[CH:33][CH:32]=1.C(=O)([O-])[O-].[Cs+].[Cs+], predict the reaction product. The product is: [F:30][C:31]1[CH:36]=[CH:35][C:34]([NH:8][C:9]2[CH:21]=[C:20]([CH2:22][CH2:23][C:24]3[CH:25]=[CH:26][CH:27]=[CH:28][CH:29]=3)[CH:19]=[CH:18][C:10]=2[C:11]([O:13][C:14]([CH3:17])([CH3:16])[CH3:15])=[O:12])=[CH:33][CH:32]=1. (2) Given the reactants [NH2:1][C:2]1[C:3]([C:16]2[CH:24]=[CH:23][C:19]([C:20](O)=[O:21])=[C:18]([F:25])[CH:17]=2)=[N:4][C:5]([C@H:8]2[CH2:13][CH2:12][C@H:11]([OH:14])[C@@H:10]([F:15])[CH2:9]2)=[CH:6][N:7]=1.Cl.[NH2:27][C@@H:28]([C:31]1[CH:36]=[C:35]([F:37])[CH:34]=[C:33]([Br:38])[CH:32]=1)[CH2:29][OH:30].C(Cl)CCl.CCN(C(C)C)C(C)C.C(O)(C(F)(F)F)=O, predict the reaction product. The product is: [NH2:1][C:2]1[C:3]([C:16]2[CH:24]=[CH:23][C:19]([C:20]([NH:27][C@@H:28]([C:31]3[CH:36]=[C:35]([F:37])[CH:34]=[C:33]([Br:38])[CH:32]=3)[CH2:29][OH:30])=[O:21])=[C:18]([F:25])[CH:17]=2)=[N:4][C:5]([C@H:8]2[CH2:13][CH2:12][C@H:11]([OH:14])[C@@H:10]([F:15])[CH2:9]2)=[CH:6][N:7]=1. (3) Given the reactants Br[C:2]1[S:6][CH:5]=[N:4][C:3]=1[CH2:7][OH:8].C(N(CC)CC)C.[CH3:16][Si:17]([C:20]#[CH:21])([CH3:19])[CH3:18].CN(C=O)C, predict the reaction product. The product is: [CH3:16][Si:17]([CH3:19])([CH3:18])[C:20]#[C:21][C:2]1[S:6][CH:5]=[N:4][C:3]=1[CH2:7][OH:8].